From a dataset of Reaction yield outcomes from USPTO patents with 853,638 reactions. Predict the reaction yield, written as a fraction of the theoretical maximum amount of product (1.0 means a 100% yield; for example, 0.34 means a 34% yield). (1) The reactants are [C:1]1(/[CH:7]=[CH:8]/[C:9]2[NH:13][N:12]=[C:11]([C:14]3[CH:19]=[CH:18][C:17]([C:20]([F:23])([F:22])[F:21])=[CH:16][CH:15]=3)[CH:10]=2)[CH:6]=[CH:5][CH:4]=[CH:3][CH:2]=1. The catalyst is O1CCCC1.C(O)C.[C].[Pd]. The product is [C:1]1([CH2:7][CH2:8][C:9]2[NH:13][N:12]=[C:11]([C:14]3[CH:15]=[CH:16][C:17]([C:20]([F:23])([F:22])[F:21])=[CH:18][CH:19]=3)[CH:10]=2)[CH:6]=[CH:5][CH:4]=[CH:3][CH:2]=1. The yield is 0.560. (2) The reactants are C1(N=C=NC2CCCCC2)CCCCC1.[F:16][C:17]([F:28])([F:27])[C:18]1[CH:23]=[CH:22][CH:21]=[C:20]([C:24]([OH:26])=[O:25])[CH:19]=1.[F:29][C:30]1[C:35](O)=[C:34]([F:37])[C:33]([F:38])=[C:32]([F:39])[C:31]=1[F:40]. The catalyst is C1COCC1. The product is [F:16][C:17]([F:27])([F:28])[C:18]1[CH:19]=[C:20]([CH:21]=[CH:22][CH:23]=1)[C:24]([O:26][C:35]1[C:34]([F:37])=[C:33]([F:38])[C:32]([F:39])=[C:31]([F:40])[C:30]=1[F:29])=[O:25]. The yield is 0.900. (3) The reactants are C(N=C=S)(=O)C1C=CC=CC=1.[NH:12]1[CH:16]=[CH:15][N:14]=[C:13]1[CH2:17][N:18]1[C:23]2[CH:24]=[CH:25][NH:26][C:22]=2[C:21](=[O:27])[NH:20][C:19]1=[S:28].N1C=CN=C1CNC1C=CNC=1C(OCC)=O. The catalyst is C(Cl)Cl.CO. The product is [NH:12]1[CH:16]=[CH:15][N:14]=[C:13]1[CH2:17][N:18]1[C:23]2[CH:24]=[CH:25][NH:26][C:22]=2[C:21](=[O:27])[NH:20][C:19]1=[S:28]. The yield is 0.350. (4) The reactants are [CH3:1][CH:2]1[CH2:8][C:7]2[CH:9]=[C:10]3[O:15][CH2:14][O:13][C:11]3=[CH:12][C:6]=2[C:5]([C:16]2[CH:21]=[CH:20][C:19]([N+:22]([O-:24])=[O:23])=[CH:18][CH:17]=2)=[N:4][N:3]1[C:25](=[S:27])[NH2:26].Cl[CH:29]([CH3:33])[C:30](=O)[CH3:31]. The catalyst is CN(C)C=O. The product is [CH3:33][C:29]1[N:26]=[C:25]([N:3]2[CH:2]([CH3:1])[CH2:8][C:7]3[CH:9]=[C:10]4[O:15][CH2:14][O:13][C:11]4=[CH:12][C:6]=3[C:5]([C:16]3[CH:17]=[CH:18][C:19]([N+:22]([O-:24])=[O:23])=[CH:20][CH:21]=3)=[N:4]2)[S:27][C:30]=1[CH3:31]. The yield is 0.760. (5) The reactants are Br[C:2]1[CH:3]=[C:4]([S:8]([NH:11][C:12]2[CH:21]=[CH:20][C:15]([C:16]([O:18][CH3:19])=[O:17])=[C:14]([OH:22])[CH:13]=2)(=[O:10])=[O:9])[S:5][C:6]=1[Cl:7].[OH:23][CH2:24][C:25]1[CH:30]=[CH:29][CH:28]=[CH:27][C:26]=1B(O)O. No catalyst specified. The product is [Cl:7][C:6]1[S:5][C:4]([S:8]([NH:11][C:12]2[CH:21]=[CH:20][C:15]([C:16]([O:18][CH3:19])=[O:17])=[C:14]([OH:22])[CH:13]=2)(=[O:10])=[O:9])=[CH:3][C:2]=1[C:26]1[CH:27]=[CH:28][CH:29]=[CH:30][C:25]=1[CH2:24][OH:23]. The yield is 0.520.